From a dataset of Catalyst prediction with 721,799 reactions and 888 catalyst types from USPTO. Predict which catalyst facilitates the given reaction. Reactant: [CH3:1][O:2][C:3](=[O:15])[CH2:4][C:5]1[C:13]2[C:8](=[N:9][CH:10]=[CH:11][CH:12]=2)[NH:7][C:6]=1[CH3:14].[CH3:16]CN(P1(N(C)CCCN1C)=NC(C)(C)C)CC.BrC[C:36]1[CH:45]=[CH:44][C:39]2[N:40]([CH3:43])[N:41]=[N:42][C:38]=2[CH:37]=1. Product: [CH3:1][O:2][C:3](=[O:15])[CH2:4][C:5]1[C:13]2[C:8](=[N:9][CH:10]=[CH:11][CH:12]=2)[N:7]([CH2:16][C:45]2[CH:36]=[CH:37][C:38]3[N:42]=[N:41][N:40]([CH3:43])[C:39]=3[CH:44]=2)[C:6]=1[CH3:14]. The catalyst class is: 3.